Predict the product of the given reaction. From a dataset of Forward reaction prediction with 1.9M reactions from USPTO patents (1976-2016). (1) Given the reactants [Cl:1][C:2]1[CH:3]=[C:4]2[C:8](=[CH:9][CH:10]=1)[N:7]([CH2:11][C:12]1[CH:17]=[CH:16][C:15]([O:18][C:19]([F:22])([F:21])[F:20])=[CH:14][CH:13]=1)[C:6]([C:23](=[O:26])[CH2:24][CH3:25])=[C:5]2[CH3:27].C[Si]([N-][Si](C)(C)C)(C)C.[K+].Br[CH2:39][C:40]1[CH:49]=[CH:48][C:43]([C:44]([O:46]C)=[O:45])=[CH:42][CH:41]=1.[Li+].[OH-].C(Cl)CCl.C1C=CC2N(O)N=NC=2C=1.Cl.C([O:71][C:72](=[O:76])[CH2:73][CH2:74][NH2:75])(C)(C)C.CCN(C(C)C)C(C)C, predict the reaction product. The product is: [C:44]([OH:46])([C:19]([F:20])([F:21])[F:22])=[O:45].[Cl:1][C:2]1[CH:3]=[C:4]2[C:8](=[CH:9][CH:10]=1)[N:7]([CH2:11][C:12]1[CH:13]=[CH:14][C:15]([O:18][C:19]([F:21])([F:20])[F:22])=[CH:16][CH:17]=1)[C:6]([C:23](=[O:26])[CH:24]([CH3:25])[CH2:39][C:40]1[CH:41]=[CH:42][C:43]([C:44]([NH:75][CH2:74][CH2:73][C:72]([OH:76])=[O:71])=[O:46])=[CH:48][CH:49]=1)=[C:5]2[CH3:27]. (2) Given the reactants Cl.[Cl:2][CH2:3][CH2:4][CH2:5][NH2:6].[F:7][C:8]([F:31])([CH2:25][CH2:26][S:27](Cl)(=[O:29])=[O:28])[C:9]([F:24])([F:23])[C:10]([F:22])([F:21])[C:11]([F:20])([F:19])[C:12]([F:18])([F:17])[C:13]([F:16])([F:15])[F:14], predict the reaction product. The product is: [C:13]([C:12]([C:11]([C:10]([C:9]([C:8]([CH2:25][CH2:26][S:27]([NH:6][CH2:5][CH2:4][CH2:3][Cl:2])(=[O:29])=[O:28])([F:7])[F:31])([F:24])[F:23])([F:22])[F:21])([F:20])[F:19])([F:18])[F:17])([F:16])([F:15])[F:14]. (3) Given the reactants [Cl:1][C:2]1[C:3]([O:12][C:13]2[CH:18]=[C:17]([O:19][CH2:20][CH2:21][O:22][CH3:23])[CH:16]=[CH:15][C:14]=2/[CH:24]=[CH:25]/[C:26](O)=[O:27])=[N:4][CH:5]=[C:6]([C:8]([F:11])([F:10])[F:9])[CH:7]=1.Cl.C(N=C=NCCCN(C)C)C.[F:41][C:42]1[CH:47]=[CH:46][C:45]([S:48]([NH2:51])(=[O:50])=[O:49])=[CH:44][CH:43]=1.Cl, predict the reaction product. The product is: [Cl:1][C:2]1[C:3]([O:12][C:13]2[CH:18]=[C:17]([O:19][CH2:20][CH2:21][O:22][CH3:23])[CH:16]=[CH:15][C:14]=2/[CH:24]=[CH:25]/[C:26]([NH:51][S:48]([C:45]2[CH:44]=[CH:43][C:42]([F:41])=[CH:47][CH:46]=2)(=[O:50])=[O:49])=[O:27])=[N:4][CH:5]=[C:6]([C:8]([F:9])([F:11])[F:10])[CH:7]=1. (4) Given the reactants C([O:5][C:6]([N:8]1[CH2:13][CH2:12][C:11]2[N:14]([CH2:38][CH:39]([OH:52])[CH2:40][N:41]3[CH2:51][CH2:50][C:44]4([C:48](=[O:49])[NH:47][CH2:46][CH2:45]4)[CH2:43][CH2:42]3)[N:15]=[C:16]([C:17]3[CH:22]=[CH:21][C:20]([C:23]([F:26])([F:25])[F:24])=[C:19]([CH2:27][NH:28][C:29](=[O:37])[C:30]4[CH:35]=[CH:34][C:33]([F:36])=[CH:32][CH:31]=4)[CH:18]=3)[C:10]=2[CH2:9]1)=O)(C)(C)C.C(O)(C(F)(F)F)=O.[N:60]1C=CC=CC=1.C[Si](N=C=O)(C)C, predict the reaction product. The product is: [F:36][C:33]1[CH:34]=[CH:35][C:30]([C:29]([NH:28][CH2:27][C:19]2[CH:18]=[C:17]([C:16]3[C:10]4[CH2:9][N:8]([C:6]([NH2:60])=[O:5])[CH2:13][CH2:12][C:11]=4[N:14]([CH2:38][CH:39]([OH:52])[CH2:40][N:41]4[CH2:51][CH2:50][C:44]5([C:48](=[O:49])[NH:47][CH2:46][CH2:45]5)[CH2:43][CH2:42]4)[N:15]=3)[CH:22]=[CH:21][C:20]=2[C:23]([F:24])([F:25])[F:26])=[O:37])=[CH:31][CH:32]=1. (5) The product is: [CH3:1][N:2]([S:29]([C:32]1[S:33][CH:34]=[CH:35][CH:36]=1)(=[O:30])=[O:31])[C:3]1[CH:4]=[CH:5][CH:6]=[C:7]2[C:11]=1[NH:10][C:9]([C:12]1[S:13][CH:14]=[C:15]([CH2:17][CH2:18][C:19]([OH:21])=[O:20])[N:16]=1)=[CH:8]2. Given the reactants [CH3:1][N:2]([S:29]([C:32]1[S:33][CH:34]=[CH:35][CH:36]=1)(=[O:31])=[O:30])[C:3]1[CH:4]=[CH:5][CH:6]=[C:7]2[C:11]=1[NH:10][C:9]([C:12]1[S:13][CH:14]=[C:15]([CH2:17][CH:18](C(OCC)=O)[C:19]([O:21]CC)=[O:20])[N:16]=1)=[CH:8]2.[OH-].[Na+].O1CCCC1, predict the reaction product. (6) Given the reactants [CH3:1][C:2]([CH3:30])([S:4]([NH:6][C:7]1([C:18]2[CH:23]=[CH:22][C:21]([C:24]#[C:25][Si](C)(C)C)=[CH:20][CH:19]=2)[CH2:10][N:9]([C:11]([O:13][C:14]([CH3:17])([CH3:16])[CH3:15])=[O:12])[CH2:8]1)=[O:5])[CH3:3].C(=O)([O-])[O-].[K+].[K+].O, predict the reaction product. The product is: [CH3:3][C:2]([CH3:30])([S:4]([NH:6][C:7]1([C:18]2[CH:23]=[CH:22][C:21]([C:24]#[CH:25])=[CH:20][CH:19]=2)[CH2:10][N:9]([C:11]([O:13][C:14]([CH3:15])([CH3:16])[CH3:17])=[O:12])[CH2:8]1)=[O:5])[CH3:1]. (7) Given the reactants Cl[C:2]1[C:11]2[C:6](=[CH:7][C:8]([O:14][CH2:15][CH:16]3[CH2:21][CH2:20][N:19]([CH3:22])[CH2:18][CH2:17]3)=[C:9]([O:12][CH3:13])[CH:10]=2)[N:5]=[CH:4][N:3]=1.[Cl:23][C:24]1[CH:30]=[C:29]([F:31])[C:27]([NH2:28])=[C:26]([F:32])[CH:25]=1.[H-].[Na+], predict the reaction product. The product is: [Cl:23][C:24]1[CH:30]=[C:29]([F:31])[C:27]([NH:28][C:2]2[C:11]3[C:6](=[CH:7][C:8]([O:14][CH2:15][CH:16]4[CH2:21][CH2:20][N:19]([CH3:22])[CH2:18][CH2:17]4)=[C:9]([O:12][CH3:13])[CH:10]=3)[N:5]=[CH:4][N:3]=2)=[C:26]([F:32])[CH:25]=1.